Dataset: Forward reaction prediction with 1.9M reactions from USPTO patents (1976-2016). Task: Predict the product of the given reaction. (1) Given the reactants [NH2:1][C:2]1[N:3]=[C:4](SC)[C:5]2[N:11]=[C:10]([C:12]3[CH:17]=[CH:16][C:15]([F:18])=[CH:14][CH:13]=3)[CH:9]=[CH:8][C:6]=2[N:7]=1.[Na].[CH2:22]([OH:24])[CH3:23], predict the reaction product. The product is: [NH2:1][C:2]1[N:3]=[C:4]([O:24][CH2:22][CH3:23])[C:5]2[N:11]=[C:10]([C:12]3[CH:17]=[CH:16][C:15]([F:18])=[CH:14][CH:13]=3)[CH:9]=[CH:8][C:6]=2[N:7]=1. (2) Given the reactants C([CH:8]1[CH:15]2[CH2:16][CH:11]3[CH2:12][CH:13]([CH2:18][C:9]1([OH:19])[CH2:10]3)[CH:14]2[NH2:17])C1C=CC=CC=1.[CH:20]1[CH:25]=[CH:24][C:23]([CH2:26][O:27][C:28](Cl)=[O:29])=[CH:22][CH:21]=1.[OH-].[Na+], predict the reaction product. The product is: [OH:19][C:9]12[CH2:8][CH:15]3[CH2:16][CH:11]([CH2:12][CH:13]([CH:14]3[NH:17][C:28](=[O:29])[O:27][CH2:26][C:23]3[CH:24]=[CH:25][CH:20]=[CH:21][CH:22]=3)[CH2:18]1)[CH2:10]2.